From a dataset of Full USPTO retrosynthesis dataset with 1.9M reactions from patents (1976-2016). Predict the reactants needed to synthesize the given product. (1) Given the product [F:14][C:9]1[CH:10]=[CH:11][CH:12]=[CH:13][C:8]=1[C:6]1[N:7]=[C:2]([NH:34][C:33]2[CH:35]=[CH:36][CH:37]=[C:31]([S:28]([CH3:27])(=[O:30])=[O:29])[CH:32]=2)[C:3]2[NH:17][N:16]=[CH:15][C:4]=2[N:5]=1, predict the reactants needed to synthesize it. The reactants are: Cl[C:2]1[C:3]2[C:4](=[CH:15][N:16](CC3C=CC(OC)=CC=3)[N:17]=2)[N:5]=[C:6]([C:8]2[CH:13]=[CH:12][CH:11]=[CH:10][C:9]=2[F:14])[N:7]=1.[CH3:27][S:28]([C:31]1[CH:32]=[C:33]([CH:35]=[CH:36][CH:37]=1)[NH2:34])(=[O:30])=[O:29].Cl. (2) Given the product [N:19]1([C:25]2[C:26]([C:31]([NH:16][C@H:12]3[CH2:13][CH2:14][CH2:15][C@@H:11]3[NH:10][C:7]3[CH:6]=[N:5][C:4]([C:3]([F:2])([F:17])[F:18])=[CH:9][N:8]=3)=[O:32])=[N:27][CH:28]=[CH:29][CH:30]=2)[CH2:20][CH2:21][CH2:22][CH2:23][CH2:24]1, predict the reactants needed to synthesize it. The reactants are: Cl.[F:2][C:3]([F:18])([F:17])[C:4]1[N:5]=[CH:6][C:7]([NH:10][C@H:11]2[CH2:15][CH2:14][CH2:13][C@@H:12]2[NH2:16])=[N:8][CH:9]=1.[N:19]1([C:25]2[C:26]([C:31](O)=[O:32])=[N:27][CH:28]=[CH:29][CH:30]=2)[CH2:24][CH2:23][CH2:22][CH2:21][CH2:20]1.N1C2C(=NC=CC=2)N(O)N=1.C(Cl)CCl.C(N(CC)CC)C. (3) The reactants are: [CH3:1][C:2]([CH3:31])([CH3:30])[CH2:3][C:4]([NH:6][C:7]1[C:8]([CH3:29])=[C:9](B(O)O)[C:10]2[O:14][CH2:13][CH:12]([C:15]3[CH:20]=[CH:19][C:18]([CH:21]([CH3:23])[CH3:22])=[CH:17][CH:16]=3)[C:11]=2[C:24]=1[CH3:25])=[O:5].[NH2:32][C:33]1[CH:38]=[CH:37][CH:36]=[C:35](Br)[N:34]=1. Given the product [NH2:32][C:33]1[N:34]=[C:35]([C:9]2[C:10]3[O:14][CH2:13][CH:12]([C:15]4[CH:20]=[CH:19][C:18]([CH:21]([CH3:23])[CH3:22])=[CH:17][CH:16]=4)[C:11]=3[C:24]([CH3:25])=[C:7]([NH:6][C:4](=[O:5])[CH2:3][C:2]([CH3:1])([CH3:31])[CH3:30])[C:8]=2[CH3:29])[CH:36]=[CH:37][CH:38]=1, predict the reactants needed to synthesize it. (4) Given the product [C:1]([NH:9][C:10]1[C:11]2[N:12]=[CH:13][N:14]([C:53]=2[N:54]=[CH:55][N:56]=1)[C@@H:15]1[O:52][C@H:42]([CH2:43][OH:44])[C@@H:17]([O:18][C:19]([C:36]2[CH:37]=[CH:38][CH:39]=[CH:40][CH:41]=2)([C:28]2[CH:33]=[CH:32][C:31]([O:34][CH3:35])=[CH:30][CH:29]=2)[C:20]2[CH:25]=[CH:24][C:23]([O:26][CH3:27])=[CH:22][CH:21]=2)[CH2:16]1)(=[O:8])[C:2]1[CH:3]=[CH:4][CH:5]=[CH:6][CH:7]=1, predict the reactants needed to synthesize it. The reactants are: [C:1]([NH:9][C:10]1[C:11]2[N:12]=[CH:13][N:14]([C:53]=2[N:54]=[CH:55][N:56]=1)[C@@H:15]1[O:52][C@H:42]([CH2:43][O:44][Si](C(C)(C)C)(C)C)[C@@H:17]([O:18][C:19]([C:36]2[CH:41]=[CH:40][CH:39]=[CH:38][CH:37]=2)([C:28]2[CH:33]=[CH:32][C:31]([O:34][CH3:35])=[CH:30][CH:29]=2)[C:20]2[CH:25]=[CH:24][C:23]([O:26][CH3:27])=[CH:22][CH:21]=2)[CH2:16]1)(=[O:8])[C:2]1[CH:7]=[CH:6][CH:5]=[CH:4][CH:3]=1.[F-].C([N+](CCCC)(CCCC)CCCC)CCC. (5) Given the product [F:49][CH2:48][C@H:20]1[O:19][C@H:18]([O:17][C:14]2[CH:15]=[CH:16][C:11]([C:7]3[CH:8]=[CH:9][CH:10]=[C:5]([C:3]([NH:2][CH3:1])=[O:4])[CH:6]=3)=[CH:12][CH:13]=2)[C@@H:23]([OH:24])[C@@H:22]([OH:32])[C@@H:21]1[OH:40], predict the reactants needed to synthesize it. The reactants are: [CH3:1][NH:2][C:3]([C:5]1[CH:6]=[C:7]([C:11]2[CH:16]=[CH:15][C:14]([O:17][C@@H:18]3[C@@H:23]([O:24]CC4C=CC=CC=4)[C@@H:22]([O:32]CC4C=CC=CC=4)[C@H:21]([O:40]CC4C=CC=CC=4)[C@@H:20]([CH2:48][F:49])[O:19]3)=[CH:13][CH:12]=2)[CH:8]=[CH:9][CH:10]=1)=[O:4]. (6) The reactants are: [NH2:1][C:2]1[CH:25]=[C:24]([CH3:26])[C:5]([O:6][C:7]2[CH:12]=[CH:11][C:10]([OH:13])=[C:9]([S:14]([C:17]3[CH:22]=[CH:21][C:20]([F:23])=[CH:19][CH:18]=3)(=[O:16])=[O:15])[CH:8]=2)=[C:4]([CH3:27])[CH:3]=1.[C:28](OCC)(=[O:34])[C:29]([O:31][CH2:32][CH3:33])=[O:30]. Given the product [CH2:32]([O:31][C:29](=[O:30])[C:28]([NH:1][C:2]1[CH:25]=[C:24]([CH3:26])[C:5]([O:6][C:7]2[CH:12]=[CH:11][C:10]([OH:13])=[C:9]([S:14]([C:17]3[CH:18]=[CH:19][C:20]([F:23])=[CH:21][CH:22]=3)(=[O:16])=[O:15])[CH:8]=2)=[C:4]([CH3:27])[CH:3]=1)=[O:34])[CH3:33], predict the reactants needed to synthesize it.